Dataset: NCI-60 drug combinations with 297,098 pairs across 59 cell lines. Task: Regression. Given two drug SMILES strings and cell line genomic features, predict the synergy score measuring deviation from expected non-interaction effect. (1) Drug 1: CCN(CC)CCNC(=O)C1=C(NC(=C1C)C=C2C3=C(C=CC(=C3)F)NC2=O)C. Drug 2: CC(C)CN1C=NC2=C1C3=CC=CC=C3N=C2N. Cell line: HS 578T. Synergy scores: CSS=1.95, Synergy_ZIP=-5.12, Synergy_Bliss=-8.93, Synergy_Loewe=-4.58, Synergy_HSA=-4.61. (2) Drug 1: CS(=O)(=O)OCCCCOS(=O)(=O)C. Drug 2: C1CCC(C(C1)N)N.C(=O)(C(=O)[O-])[O-].[Pt+4]. Cell line: UO-31. Synergy scores: CSS=9.16, Synergy_ZIP=-2.94, Synergy_Bliss=1.32, Synergy_Loewe=-8.71, Synergy_HSA=-1.02. (3) Drug 1: CC1=CC=C(C=C1)C2=CC(=NN2C3=CC=C(C=C3)S(=O)(=O)N)C(F)(F)F. Drug 2: CC1=C(C=C(C=C1)NC(=O)C2=CC=C(C=C2)CN3CCN(CC3)C)NC4=NC=CC(=N4)C5=CN=CC=C5. Cell line: MDA-MB-435. Synergy scores: CSS=-0.561, Synergy_ZIP=0.231, Synergy_Bliss=0.178, Synergy_Loewe=-3.89, Synergy_HSA=-2.62. (4) Drug 1: CN(C)N=NC1=C(NC=N1)C(=O)N. Drug 2: C1=NC2=C(N1)C(=S)N=CN2. Cell line: NCIH23. Synergy scores: CSS=4.97, Synergy_ZIP=-6.88, Synergy_Bliss=-11.9, Synergy_Loewe=-25.6, Synergy_HSA=-11.7. (5) Drug 1: CCC1(CC2CC(C3=C(CCN(C2)C1)C4=CC=CC=C4N3)(C5=C(C=C6C(=C5)C78CCN9C7C(C=CC9)(C(C(C8N6C)(C(=O)OC)O)OC(=O)C)CC)OC)C(=O)OC)O.OS(=O)(=O)O. Drug 2: COCCOC1=C(C=C2C(=C1)C(=NC=N2)NC3=CC=CC(=C3)C#C)OCCOC.Cl. Cell line: SNB-19. Synergy scores: CSS=3.00, Synergy_ZIP=1.06, Synergy_Bliss=3.72, Synergy_Loewe=-1.63, Synergy_HSA=-0.0746. (6) Drug 1: COC1=C(C=C2C(=C1)N=CN=C2NC3=CC(=C(C=C3)F)Cl)OCCCN4CCOCC4. Drug 2: CC1C(C(=O)NC(C(=O)N2CCCC2C(=O)N(CC(=O)N(C(C(=O)O1)C(C)C)C)C)C(C)C)NC(=O)C3=C4C(=C(C=C3)C)OC5=C(C(=O)C(=C(C5=N4)C(=O)NC6C(OC(=O)C(N(C(=O)CN(C(=O)C7CCCN7C(=O)C(NC6=O)C(C)C)C)C)C(C)C)C)N)C. Cell line: KM12. Synergy scores: CSS=31.1, Synergy_ZIP=13.1, Synergy_Bliss=16.1, Synergy_Loewe=16.9, Synergy_HSA=16.5. (7) Drug 1: CC1=C2C(C(=O)C3(C(CC4C(C3C(C(C2(C)C)(CC1OC(=O)C(C(C5=CC=CC=C5)NC(=O)OC(C)(C)C)O)O)OC(=O)C6=CC=CC=C6)(CO4)OC(=O)C)O)C)O. Drug 2: CNC(=O)C1=NC=CC(=C1)OC2=CC=C(C=C2)NC(=O)NC3=CC(=C(C=C3)Cl)C(F)(F)F. Cell line: UO-31. Synergy scores: CSS=3.63, Synergy_ZIP=-1.60, Synergy_Bliss=-0.00411, Synergy_Loewe=0.726, Synergy_HSA=0.802.